Predict the product of the given reaction. From a dataset of Forward reaction prediction with 1.9M reactions from USPTO patents (1976-2016). (1) Given the reactants [F:1][C:2]1[CH:24]=[CH:23][C:5]2[N:6]=[C:7]([NH:9][C@H:10]3[CH2:14][CH2:13][CH2:12][C@@H:11]3[NH:15][C:16](=O)OC(C)(C)C)[S:8][C:4]=2[CH:3]=1.[H-].[Al+3].[Li+].[H-].[H-].[H-], predict the reaction product. The product is: [F:1][C:2]1[CH:24]=[CH:23][C:5]2[N:6]=[C:7]([NH:9][C@H:10]3[CH2:14][CH2:13][CH2:12][C@@H:11]3[NH:15][CH3:16])[S:8][C:4]=2[CH:3]=1. (2) Given the reactants [S:1]1[CH:5]=[C:4]([C:6]([O:8][C:9]([CH3:12])([CH3:11])[CH3:10])=[O:7])[N:3]=[C:2]1[C:13]([O:15]CC)=[O:14].C(OC(C1N=C(C([O-])=O)SC=1)=O)(C)(C)C.[Na+].[Li+].[OH-], predict the reaction product. The product is: [C:9]([O:8][C:6]([C:4]1[N:3]=[C:2]([C:13]([OH:15])=[O:14])[S:1][CH:5]=1)=[O:7])([CH3:12])([CH3:10])[CH3:11]. (3) Given the reactants [C:1]([O:5][C:6]([NH:8][C@:9]([CH3:39])([CH2:20][CH2:21][C:22]1[O:23][C:24]([C:27](=[O:38])[CH2:28][CH2:29][CH2:30][CH2:31][C:32]2[CH:37]=[CH:36][CH:35]=[CH:34][CH:33]=2)=[CH:25][CH:26]=1)[CH:10]=[CH:11][P:12](=[O:19])([O:16][CH2:17][CH3:18])[O:13][CH2:14][CH3:15])=[O:7])([CH3:4])([CH3:3])[CH3:2], predict the reaction product. The product is: [C:1]([O:5][C:6]([NH:8][C@:9]([CH3:39])([CH2:20][CH2:21][C:22]1[O:23][C:24]([C:27](=[O:38])[CH2:28][CH2:29][CH2:30][CH2:31][C:32]2[CH:37]=[CH:36][CH:35]=[CH:34][CH:33]=2)=[CH:25][CH:26]=1)[CH2:10][CH2:11][P:12](=[O:19])([O:13][CH2:14][CH3:15])[O:16][CH2:17][CH3:18])=[O:7])([CH3:2])([CH3:3])[CH3:4]. (4) Given the reactants [ClH:1].[C:2]([CH2:4][C:5]1[O:9][C:8]([C:10]([O:12][CH2:13][CH3:14])=[O:11])=[CH:7][CH:6]=1)#[N:3].[CH2:15]([SH:22])[C:16]1[CH:21]=[CH:20][CH:19]=[CH:18][CH:17]=1, predict the reaction product. The product is: [ClH:1].[CH2:15]([S:22][C:2]([CH2:4][C:5]1[O:9][C:8]([C:10]([O:12][CH2:13][CH3:14])=[O:11])=[CH:7][CH:6]=1)=[NH:3])[C:16]1[CH:21]=[CH:20][CH:19]=[CH:18][CH:17]=1. (5) Given the reactants [Cl:1][C:2]1[C:3]([O:12][C:13]2[CH:18]=[C:17]([O:19][CH2:20][CH2:21][O:22][CH3:23])[CH:16]=[CH:15][C:14]=2[CH2:24][CH:25]([CH3:29])[C:26](O)=[O:27])=[N:4][CH:5]=[C:6]([C:8]([F:11])([F:10])[F:9])[CH:7]=1.C(N=C=NCCCN(C)C)C.[CH2:41]([S:46]([NH2:49])(=[O:48])=[O:47])[CH2:42][CH2:43][CH2:44][CH3:45].Cl, predict the reaction product. The product is: [Cl:1][C:2]1[C:3]([O:12][C:13]2[CH:18]=[C:17]([O:19][CH2:20][CH2:21][O:22][CH3:23])[CH:16]=[CH:15][C:14]=2[CH2:24][CH:25]([CH3:29])[C:26]([NH:49][S:46]([CH2:41][CH2:42][CH2:43][CH2:44][CH3:45])(=[O:48])=[O:47])=[O:27])=[N:4][CH:5]=[C:6]([C:8]([F:10])([F:11])[F:9])[CH:7]=1.